From a dataset of Full USPTO retrosynthesis dataset with 1.9M reactions from patents (1976-2016). Predict the reactants needed to synthesize the given product. (1) Given the product [Br:17][CH2:18][C:19]1[CH:28]=[CH:27][C:22]([CH2:23][OH:24])=[CH:21][CH:20]=1, predict the reactants needed to synthesize it. The reactants are: [H-].C([Al+]CC(C)C)C(C)C.CCCCCC.[Br:17][CH2:18][C:19]1[CH:28]=[CH:27][C:22]([C:23](OC)=[O:24])=[CH:21][CH:20]=1.O. (2) Given the product [N+:14]([CH2:13][CH:6]([C:3]1[CH:4]=[CH:5][S:1][CH:2]=1)[CH2:7][C:8]([O:10][CH2:11][CH3:12])=[O:9])([O-:16])=[O:15], predict the reactants needed to synthesize it. The reactants are: [S:1]1[CH:5]=[CH:4][C:3]([CH:6]=[CH:7][C:8]([O:10][CH2:11][CH3:12])=[O:9])=[CH:2]1.[CH3:13][N+:14]([O-:16])=[O:15]. (3) Given the product [F:22][C:17]1[CH:18]=[CH:19][CH:20]=[CH:21][C:16]=1[N:9]1[C:10]2[CH:15]=[CH:14][CH:13]=[CH:12][C:11]=2[N:7]([CH2:6][CH2:5][CH2:4][CH2:3][CH2:2][NH:26][CH3:25])[S:8]1(=[O:24])=[O:23], predict the reactants needed to synthesize it. The reactants are: Br[CH2:2][CH2:3][CH2:4][CH2:5][CH2:6][N:7]1[C:11]2[CH:12]=[CH:13][CH:14]=[CH:15][C:10]=2[N:9]([C:16]2[CH:21]=[CH:20][CH:19]=[CH:18][C:17]=2[F:22])[S:8]1(=[O:24])=[O:23].[CH3:25][NH2:26]. (4) Given the product [F:1][C:2]1[CH:3]=[C:4]([N:9]=[C:10]=[S:14])[CH:5]=[C:6]([F:8])[CH:7]=1, predict the reactants needed to synthesize it. The reactants are: [F:1][C:2]1[CH:3]=[C:4]([NH:9][C:10]2[S:14]C=NC=2C(O)=O)[CH:5]=[C:6]([F:8])[CH:7]=1.CC1N=C(N)C=CC=1.FC1C=C(N)C=C(F)C=1. (5) Given the product [CH:18]1([NH:23][C:2]2[CH:7]=[C:6]([C:8]3[NH:16][C:15]4[CH2:14][CH2:13][NH:12][C:11](=[O:17])[C:10]=4[CH:9]=3)[CH:5]=[CH:4][N:3]=2)[CH2:22][CH2:21][CH2:20][CH2:19]1, predict the reactants needed to synthesize it. The reactants are: Cl[C:2]1[CH:7]=[C:6]([C:8]2[NH:16][C:15]3[CH2:14][CH2:13][NH:12][C:11](=[O:17])[C:10]=3[CH:9]=2)[CH:5]=[CH:4][N:3]=1.[CH:18]1([NH2:23])[CH2:22][CH2:21][CH2:20][CH2:19]1.